Dataset: Full USPTO retrosynthesis dataset with 1.9M reactions from patents (1976-2016). Task: Predict the reactants needed to synthesize the given product. (1) The reactants are: [Cl:1][C:2]1[C:7]([F:8])=[C:6]([C:9]#[N:10])[CH:5]=[CH:4][C:3]=1[CH2:11][C:12](OC)=[O:13].[BH4-].[Li+]. Given the product [Cl:1][C:2]1[C:7]([F:8])=[C:6]([CH:5]=[CH:4][C:3]=1[CH2:11][CH2:12][OH:13])[C:9]#[N:10], predict the reactants needed to synthesize it. (2) Given the product [CH3:1][C:2]1[N:6]=[C:5]([C:7]2[CH:8]=[CH:9][C:10]([O:15][CH2:16][CH:17]([CH3:19])[CH3:18])=[C:11]([C:13]#[N:14])[CH:12]=2)[S:4][C:3]=1[C:20]([OH:22])=[O:21], predict the reactants needed to synthesize it. The reactants are: [CH3:1][C:2]1[N:6]=[C:5]([C:7]2[CH:8]=[CH:9][C:10]([O:15][CH2:16][CH:17]([CH3:19])[CH3:18])=[C:11]([C:13]#[N:14])[CH:12]=2)[S:4][C:3]=1[C:20]([OH:22])=[O:21].[Na].O.Cl. (3) The reactants are: [C:1]([O:5][C:6]([NH:8][C@@H:9]([C:11]([OH:13])=O)[CH3:10])=[O:7])([CH3:4])([CH3:3])[CH3:2].CN1CCOCC1.C(OC(Cl)=O)C(C)C.[CH3:29][O:30][C:31](=[O:51])[C@H:32]([NH:42][CH2:43][C:44]1[CH:49]=[CH:48][C:47]([F:50])=[CH:46][CH:45]=1)[CH2:33][O:34][CH2:35][C:36]1[CH:41]=[CH:40][CH:39]=[CH:38][CH:37]=1. Given the product [CH3:29][O:30][C:31](=[O:51])[C@H:32]([N:42]([CH2:43][C:44]1[CH:49]=[CH:48][C:47]([F:50])=[CH:46][CH:45]=1)[C:11]([C@@H:9]([NH:8][C:6]([O:5][C:1]([CH3:2])([CH3:3])[CH3:4])=[O:7])[CH3:10])=[O:13])[CH2:33][O:34][CH2:35][C:36]1[CH:41]=[CH:40][CH:39]=[CH:38][CH:37]=1, predict the reactants needed to synthesize it. (4) Given the product [Cl:18][C:13]1[CH:12]=[C:11]([C:10]2[O:19][C:6](=[O:7])[N:8]([CH3:21])[N:9]=2)[CH:16]=[C:15]([CH3:17])[N:14]=1, predict the reactants needed to synthesize it. The reactants are: C(O[C:6]([NH:8][NH:9][C:10](=[O:19])[C:11]1[CH:16]=[C:15]([CH3:17])[N:14]=[C:13]([Cl:18])[CH:12]=1)=[O:7])(C)(C)C.Cl[C:21]1C=C(C=C(C)N=1)C(O)=O.N(C(OC(C)(C)C)=O)N.CN(C(ON1N=NC2C=CC=CC1=2)=[N+](C)C)C.[B-](F)(F)(F)F.CCN(C(C)C)C(C)C. (5) Given the product [C:2]([O:6][C:7](=[O:10])[CH2:8][NH:9][C:17](=[O:20])[CH2:18][CH3:19])([CH3:5])([CH3:4])[CH3:3], predict the reactants needed to synthesize it. The reactants are: Cl.[C:2]([O:6][C:7](=[O:10])[CH2:8][NH2:9])([CH3:5])([CH3:4])[CH3:3].C(=O)([O-])[O-].[K+].[K+].[C:17](Cl)(=[O:20])[CH2:18][CH3:19]. (6) Given the product [CH:25]1[C:26]2[C:30]3[CH:31]=[CH:32][CH:33]=[CH:34][C:29]=3[O:28][C:27]=2[C:22]([C:19]2[CH:18]=[CH:17][C:16]([C:13]3[CH:14]=[CH:15][C:10]([CH2:9][S:8][CH2:7][CH:6]([NH:35][C:36](=[O:48])[C:37]4[CH:42]=[C:41]([C:43]([F:46])([F:44])[F:45])[CH:40]=[CH:39][C:38]=4[F:47])[C:5]([OH:49])=[O:4])=[CH:11][CH:12]=3)=[CH:21][CH:20]=2)=[CH:23][CH:24]=1, predict the reactants needed to synthesize it. The reactants are: [OH-].[Na+].C[O:4][C:5](=[O:49])[CH:6]([NH:35][C:36](=[O:48])[C:37]1[CH:42]=[C:41]([C:43]([F:46])([F:45])[F:44])[CH:40]=[CH:39][C:38]=1[F:47])[CH2:7][S:8][CH2:9][C:10]1[CH:15]=[CH:14][C:13]([C:16]2[CH:21]=[CH:20][C:19]([C:22]3[C:27]4[O:28][C:29]5[CH:34]=[CH:33][CH:32]=[CH:31][C:30]=5[C:26]=4[CH:25]=[CH:24][CH:23]=3)=[CH:18][CH:17]=2)=[CH:12][CH:11]=1.Cl. (7) Given the product [C:22]([O:25][CH2:26][CH2:27][CH2:28][CH2:29][CH2:30][CH2:31][CH2:32][CH2:33][CH2:34][CH2:35]/[CH:36]=[CH:37]/[CH2:38][CH2:39][CH2:40][CH3:41])(=[O:24])[CH3:23], predict the reactants needed to synthesize it. The reactants are: C(OCCCCCCC=C)(=O)C.O1C2CCC=CCCC12.[C:22]([O:25][CH2:26][CH2:27][CH2:28][CH2:29][CH2:30][CH2:31][CH2:32][CH2:33][CH2:34][CH2:35][CH:36]1O[CH:37]1[CH2:38][CH2:39][CH2:40][CH3:41])(=[O:24])[CH3:23].C[Si](C)(C)[Si](C)(C)C.C[O-].[K+]. (8) Given the product [O:14]1[CH2:15][CH2:16][CH:11]([O:10][C:5]2[CH:4]=[CH:3][C:2]([B:17]3[O:21][C:20]([CH3:23])([CH3:22])[C:19]([CH3:25])([CH3:24])[O:18]3)=[CH:9][C:6]=2[C:7]#[N:8])[CH2:12][CH2:13]1, predict the reactants needed to synthesize it. The reactants are: Br[C:2]1[CH:3]=[CH:4][C:5]([O:10][CH:11]2[CH2:16][CH2:15][O:14][CH2:13][CH2:12]2)=[C:6]([CH:9]=1)[C:7]#[N:8].[B:17]1([B:17]2[O:21][C:20]([CH3:23])([CH3:22])[C:19]([CH3:25])([CH3:24])[O:18]2)[O:21][C:20]([CH3:23])([CH3:22])[C:19]([CH3:25])([CH3:24])[O:18]1.CC([O-])=O.[K+]. (9) Given the product [OH:16][B:15]1[C:11]2[CH:10]=[CH:9][C:8]([O:7][C:6]3[CH:18]=[CH:19][C:3]([C:1]#[N:2])=[CH:4][C:5]=3[CH2:20][N:22]3[CH2:27][CH2:26][O:25][CH2:24][CH2:23]3)=[CH:17][C:12]=2[CH2:13][O:14]1, predict the reactants needed to synthesize it. The reactants are: [C:1]([C:3]1[CH:19]=[CH:18][C:6]([O:7][C:8]2[CH:9]=[CH:10][C:11]3[B:15]([OH:16])[O:14][CH2:13][C:12]=3[CH:17]=2)=[C:5]([CH:20]=O)[CH:4]=1)#[N:2].[NH:22]1[CH2:27][CH2:26][O:25][CH2:24][CH2:23]1.C(O)(=O)C.C([BH3-])#N. (10) Given the product [Cl:39][C:29]1[CH:28]=[C:27]([NH:26][C:6]2[N:5]=[CH:4][C:3]3[C:8](=[C:9]([O:12][CH:13]4[CH2:14][CH2:15][N:16]([C:19]([O:21][C:22]([CH3:25])([CH3:24])[CH3:23])=[O:20])[CH2:17][CH2:18]4)[CH:10]=[CH:11][C:2]=3[CH3:40])[N:7]=2)[CH:32]=[CH:31][C:30]=1[N:33]1[CH2:38][CH2:37][O:36][CH2:35][CH2:34]1, predict the reactants needed to synthesize it. The reactants are: Br[C:2]1[CH:11]=[CH:10][C:9]([O:12][CH:13]2[CH2:18][CH2:17][N:16]([C:19]([O:21][C:22]([CH3:25])([CH3:24])[CH3:23])=[O:20])[CH2:15][CH2:14]2)=[C:8]2[C:3]=1[CH:4]=[N:5][C:6]([NH:26][C:27]1[CH:32]=[CH:31][C:30]([N:33]3[CH2:38][CH2:37][O:36][CH2:35][CH2:34]3)=[C:29]([Cl:39])[CH:28]=1)=[N:7]2.[C:40](=O)([O-])[O-].[Na+].[Na+].CB1OB(C)OB(C)O1.C(Cl)Cl.